This data is from Forward reaction prediction with 1.9M reactions from USPTO patents (1976-2016). The task is: Predict the product of the given reaction. (1) Given the reactants [S:1]1[C:5]([C:6]2[CH:7]=[C:8]([CH2:12][OH:13])[CH:9]=[CH:10][CH:11]=2)=[CH:4][N:3]=[CH:2]1, predict the reaction product. The product is: [S:1]1[C:5]([C:6]2[CH:7]=[C:8]([CH:9]=[CH:10][CH:11]=2)[CH:12]=[O:13])=[CH:4][N:3]=[CH:2]1. (2) Given the reactants C[Si]([N-][Si](C)(C)C)(C)C.[Li+].C[Si]([CH2:15][C:16]([O:18][CH3:19])=[O:17])(C)C.[O:20]1[CH:24]=[CH:23][N:22]=[C:21]1[C:25]([C:27]1[CH:32]=[CH:31][C:30]([O:33][CH:34]2[CH2:39][CH2:38][CH2:37][CH2:36][O:35]2)=[CH:29][CH:28]=1)=O, predict the reaction product. The product is: [O:20]1[CH:24]=[CH:23][N:22]=[C:21]1[C:25]([C:27]1[CH:28]=[CH:29][C:30]([O:33][CH:34]2[CH2:39][CH2:38][CH2:37][CH2:36][O:35]2)=[CH:31][CH:32]=1)=[CH:15][C:16]([O:18][CH3:19])=[O:17]. (3) Given the reactants F[C:2]1[CH:7]=[CH:6][C:5]([C:8]2[CH:9]=[N:10][C:11]([N:14]3[CH2:19][CH2:18][N:17]([S:20]([CH2:23][C@H:24]([CH:28]([CH3:30])[CH3:29])[C:25]([OH:27])=[O:26])(=[O:22])=[O:21])[CH2:16][CH2:15]3)=[N:12][CH:13]=2)=[CH:4]C=1.C([C@@H]1COC(=O)[N:39]1C(=O)[C@H](CS(N1CCN(C2N=CC(C3C=NC=CC=3)=CN=2)CC1)(=O)=O)C(C)C)C1C=CC=CC=1, predict the reaction product. The product is: [CH3:30][CH:28]([CH3:29])[C@@H:24]([CH2:23][S:20]([N:17]1[CH2:18][CH2:19][N:14]([C:11]2[N:12]=[CH:13][C:8]([C:5]3[CH:4]=[N:39][CH:2]=[CH:7][CH:6]=3)=[CH:9][N:10]=2)[CH2:15][CH2:16]1)(=[O:22])=[O:21])[C:25]([OH:27])=[O:26].